From a dataset of Reaction yield outcomes from USPTO patents with 853,638 reactions. Predict the reaction yield, written as a fraction of the theoretical maximum amount of product (1.0 means a 100% yield; for example, 0.34 means a 34% yield). (1) The reactants are [Cl:1][C:2]1[CH:7]=[C:6]([C:8]([F:11])([F:10])[F:9])[CH:5]=[C:4]([Cl:12])[C:3]=1[CH2:13]O.P(Br)(Br)[Br:16].C(=O)(O)[O-].[Na+]. The catalyst is C1COCC1. The product is [Br:16][CH2:13][C:3]1[C:2]([Cl:1])=[CH:7][C:6]([C:8]([F:11])([F:10])[F:9])=[CH:5][C:4]=1[Cl:12]. The yield is 0.960. (2) The reactants are N[C:2]1[N:3]([C:13]2[C:22]3[C:17](=[CH:18][CH:19]=[CH:20][CH:21]=3)[C:16]([CH:23]3[CH2:25][CH2:24]3)=[CH:15][CH:14]=2)[C:4]([S:7][CH2:8][CH2:9][C:10]([O-:12])=[O:11])=[N:5][N:6]=1.N([O-])=O.[Na+].Cl[CH:31](Cl)[C:32](O)=O.O.C(Br)(Br)[Br:38]. The catalyst is [Br-].C([N+](CC)(CC)CC)C1C=CC=CC=1.ClCCl. The product is [Br:38][C:2]1[N:3]([C:13]2[C:22]3[C:17](=[CH:18][CH:19]=[CH:20][CH:21]=3)[C:16]([CH:23]3[CH2:24][CH2:25]3)=[CH:15][CH:14]=2)[C:4]([S:7][CH2:8][CH2:9][C:10]([O:12][CH2:31][CH3:32])=[O:11])=[N:5][N:6]=1. The yield is 0.476. (3) The product is [Br:21][C:18]1[CH:19]=[CH:20][C:15]([NH:14][C:12](=[O:13])[NH:11][C:8]2[CH:9]=[CH:10][C:5]([C:4]([OH:23])=[O:3])=[CH:6][CH:7]=2)=[C:16]([F:22])[CH:17]=1. The reactants are C([O:3][C:4](=[O:23])[C:5]1[CH:10]=[CH:9][C:8]([NH:11][C:12]([NH:14][C:15]2[CH:20]=[CH:19][C:18]([Br:21])=[CH:17][C:16]=2[F:22])=[O:13])=[CH:7][CH:6]=1)C.O.[OH-].[Li+].O. The catalyst is CCO.C1COCC1. The yield is 0.840. (4) The reactants are Cl[C:2]1[N:7]=[CH:6][C:5]2[O:8][C:9]3[C:14]([C:15]4([CH:19]([CH2:20][O:21][CH3:22])[S:18][C:17]([NH2:23])=[N:16]4)[C:4]=2[CH:3]=1)=[CH:13][C:12]([C:24]1[C:25]([F:30])=[N:26][CH:27]=[CH:28][CH:29]=1)=[CH:11][CH:10]=3.P([O-])([O-])([O-])=O.[K+].[K+].[K+].[F:39][C:40]1[CH:45]=[C:44](B(O)O)[CH:43]=[CH:42][N:41]=1.O1CCOCC1. The catalyst is CCOC(C)=O.O.C(C1C(C(C)(C)C)=C([Pd]Cl)C=CC=1N(C)C)(C)(C)C.C(Cl)Cl. The product is [F:30][C:25]1[C:24]([C:12]2[CH:13]=[C:14]3[C@@:15]4([C@@H:19]([CH2:20][O:21][CH3:22])[S:18][C:17]([NH2:23])=[N:16]4)[C:4]4[CH:3]=[C:2]([C:44]5[CH:43]=[CH:42][N:41]=[C:40]([F:39])[CH:45]=5)[N:7]=[CH:6][C:5]=4[O:8][C:9]3=[CH:10][CH:11]=2)=[CH:29][CH:28]=[CH:27][N:26]=1. The yield is 0.640. (5) The reactants are [Cl:1][C:2]1[N:7]=[C:6]([C:8]2[S:12][C:11]([CH:13]([CH3:15])[CH3:14])=[N:10][C:9]=2[C:16]2[CH:17]=[CH:18][C:19]([F:23])=[C:20]([CH:22]=2)[NH2:21])[CH:5]=[CH:4][N:3]=1.N1C=CC=CC=1.[F:30][C:31]1[CH:36]=[C:35]([F:37])[CH:34]=[CH:33][C:32]=1[S:38](Cl)(=[O:40])=[O:39]. The catalyst is C(Cl)Cl. The product is [Cl:1][C:2]1[N:7]=[C:6]([C:8]2[S:12][C:11]([CH:13]([CH3:15])[CH3:14])=[N:10][C:9]=2[C:16]2[CH:17]=[CH:18][C:19]([F:23])=[C:20]([NH:21][S:38]([C:32]3[CH:33]=[CH:34][C:35]([F:37])=[CH:36][C:31]=3[F:30])(=[O:40])=[O:39])[CH:22]=2)[CH:5]=[CH:4][N:3]=1. The yield is 0.498. (6) The reactants are [CH3:1][S:2]([C:5]1[S:13][C:12]2[C:7](=[N:8][CH:9]=[CH:10][C:11]=2[O:14][C:15]2[CH:20]=[CH:19][C:18]([NH2:21])=[CH:17][C:16]=2[F:22])[CH:6]=1)(=[O:4])=[O:3].[C:23]1([CH2:29][C:30]([N:32]=[C:33]=[S:34])=[O:31])[CH:28]=[CH:27][CH:26]=[CH:25][CH:24]=1. The catalyst is C1COCC1.CO. The product is [CH3:1][S:2]([C:5]1[S:13][C:12]2[C:7](=[N:8][CH:9]=[CH:10][C:11]=2[O:14][C:15]2[CH:20]=[CH:19][C:18]([NH:21][C:33]([NH:32][C:30](=[O:31])[CH2:29][C:23]3[CH:24]=[CH:25][CH:26]=[CH:27][CH:28]=3)=[S:34])=[CH:17][C:16]=2[F:22])[CH:6]=1)(=[O:3])=[O:4]. The yield is 0.310.